Dataset: Reaction yield outcomes from USPTO patents with 853,638 reactions. Task: Predict the reaction yield, written as a fraction of the theoretical maximum amount of product (1.0 means a 100% yield; for example, 0.34 means a 34% yield). (1) The reactants are [Br:1][C:2]1[CH:3]=[C:4]([CH:6]=[CH:7][C:8]=1[O:9][CH3:10])[NH2:5].[CH3:11][O:12][C:13]1[CH:22]=[CH:21][C:16]([C:17]([O:19][CH3:20])=[O:18])=[C:15](OS(C(F)(F)F)(=O)=O)[CH:14]=1.C(=O)([O-])[O-].[Cs+].[Cs+].C1C=CC(P(C2C(C3C(P(C4C=CC=CC=4)C4C=CC=CC=4)=CC=C4C=3C=CC=C4)=C3C(C=CC=C3)=CC=2)C2C=CC=CC=2)=CC=1. The catalyst is C1(C)C=CC=CC=1.C([O-])(=O)C.[Pd+2].C([O-])(=O)C. The product is [Br:1][C:2]1[CH:3]=[C:4]([NH:5][C:21]2[CH:22]=[C:13]([O:12][CH3:11])[CH:14]=[CH:15][C:16]=2[C:17]([O:19][CH3:20])=[O:18])[CH:6]=[CH:7][C:8]=1[O:9][CH3:10]. The yield is 0.640. (2) The reactants are [Cl:1][C:2]1[CH:7]=[C:6]([O:8][CH3:9])[CH:5]=[CH:4][C:3]=1[C:10]1[CH:15]=[CH:14][N:13]=[C:12]([NH:16][CH:17]([CH:20]2[CH2:23][CH2:22][CH2:21]2)[CH2:18][CH3:19])[C:11]=1[N+:24]([O-])=O.[O-]S(S([O-])=O)=O.[Na+].[Na+]. No catalyst specified. The product is [Cl:1][C:2]1[CH:7]=[C:6]([O:8][CH3:9])[CH:5]=[CH:4][C:3]=1[C:10]1[CH:15]=[CH:14][N:13]=[C:12]([NH:16][CH:17]([CH:20]2[CH2:21][CH2:22][CH2:23]2)[CH2:18][CH3:19])[C:11]=1[NH2:24]. The yield is 1.00. (3) The reactants are [CH3:1][O:2][C:3](=[O:29])[CH:4]([NH:21][C:22]([O:24][C:25]([CH3:28])([CH3:27])[CH3:26])=[O:23])CC1C=CC=CC=1OC1C=CC(C=O)=CC=1.[C:30]1([CH3:36])[CH:35]=[CH:34][CH:33]=[CH:32][CH:31]=1.[S:37]1[CH2:41][C:40](=[O:42])[NH:39][C:38]1=[O:43].[C:44](O)(=O)[C:45]1[CH:50]=[CH:49][CH:48]=[CH:47][CH:46]=1.N1CCCCC1.[OH2:59]. No catalyst specified. The product is [C:25]([O:24][C:22]([NH:21][CH:4]([C:3]([O:2][CH3:1])=[O:29])[CH2:36][C:30]1[CH:35]=[CH:34][C:33]([O:59][C:48]2[CH:49]=[CH:50][C:45]([CH:44]=[C:41]3[S:37][C:38](=[O:43])[NH:39][C:40]3=[O:42])=[CH:46][CH:47]=2)=[CH:32][CH:31]=1)=[O:23])([CH3:27])([CH3:28])[CH3:26]. The yield is 0.960. (4) The reactants are [F:1][C:2]1[CH:3]=[C:4]([CH:23]=[CH:24][C:25]=1[F:26])[CH2:5][O:6][C:7]1[CH:16]=[C:15]2[C:10]([CH:11]=[C:12]([CH2:17][C:18](OCC)=[O:19])[CH:13]=[N:14]2)=[N:9][CH:8]=1.BrC1C=[N:30]C2C(C=1)=NC=C(OCC1C=CC(F)=C(F)C=1)C=2.F[B-](F)(F)F.C([PH+](C(C)(C)C)C(C)(C)C)(C)(C)C.P([O-])([O-])([O-])=O.[K+].[K+].[K+].O1CCOCCOCCOCCOCCOCC1.C(OCC)(=O)CC(OCC)=O. The catalyst is C1C=CC(/C=C/C(/C=C/C2C=CC=CC=2)=O)=CC=1.C1C=CC(/C=C/C(/C=C/C2C=CC=CC=2)=O)=CC=1.C1C=CC(/C=C/C(/C=C/C2C=CC=CC=2)=O)=CC=1.[Pd].[Pd]. The product is [F:1][C:2]1[CH:3]=[C:4]([CH:23]=[CH:24][C:25]=1[F:26])[CH2:5][O:6][C:7]1[CH:16]=[C:15]2[C:10]([CH:11]=[C:12]([CH2:17][C:18]([NH2:30])=[O:19])[CH:13]=[N:14]2)=[N:9][CH:8]=1. The yield is 0.538. (5) The reactants are [CH2:1]([O:8][CH:9]([C:16]1[CH:17]=[C:18]2[C:22](=[CH:23][CH:24]=1)[N:21]([C:25]1[CH:30]=[CH:29][C:28]([F:31])=[CH:27][CH:26]=1)[N:20]=[CH:19]2)[C:10]([CH3:15])([CH3:14])[C:11](O)=[O:12])[C:2]1[CH:7]=[CH:6][CH:5]=[CH:4][CH:3]=1.[S:32]1[CH:36]=[N:35][N:34]=[C:33]1[NH2:37]. No catalyst specified. The product is [CH2:1]([O:8][CH:9]([C:16]1[CH:17]=[C:18]2[C:22](=[CH:23][CH:24]=1)[N:21]([C:25]1[CH:30]=[CH:29][C:28]([F:31])=[CH:27][CH:26]=1)[N:20]=[CH:19]2)[C:10]([CH3:14])([CH3:15])[C:11]([NH:37][C:33]1[S:32][CH:36]=[N:35][N:34]=1)=[O:12])[C:2]1[CH:3]=[CH:4][CH:5]=[CH:6][CH:7]=1. The yield is 0.130.